From a dataset of Forward reaction prediction with 1.9M reactions from USPTO patents (1976-2016). Predict the product of the given reaction. (1) Given the reactants [H-].[Na+].[CH3:3][CH2:4][C:5](=[O:11])[CH2:6][C:7](=[O:10])[CH2:8][CH3:9].[CH2:12]([O:14][C:15](=[O:18])[CH2:16]Br)[CH3:13].[Cl-].[NH4+], predict the reaction product. The product is: [CH2:12]([O:14][C:15](=[O:18])[CH2:16][CH:6]([C:5](=[O:11])[CH2:4][CH3:3])[C:7](=[O:10])[CH2:8][CH3:9])[CH3:13]. (2) Given the reactants [CH2:1]([O:8][C:9]([N:11]1[CH:15]([C:16](=[O:35])[NH:17][C:18]2[S:19][CH:20]=[C:21]([C:23]3[CH:28]=[CH:27][C:26]([C:29](=[O:34])[NH:30][CH:31]4[CH2:33][CH2:32]4)=[CH:25][CH:24]=3)[N:22]=2)[CH2:14][S:13][C@@H:12]1[C:36]1[CH:41]=[CH:40][C:39]([C:42]([O:44]C)=[O:43])=[CH:38][CH:37]=1)=[O:10])[C:2]1[CH:7]=[CH:6][CH:5]=[CH:4][CH:3]=1.[OH-].[Li+], predict the reaction product. The product is: [CH2:1]([O:8][C:9]([N:11]1[CH:15]([C:16](=[O:35])[NH:17][C:18]2[S:19][CH:20]=[C:21]([C:23]3[CH:28]=[CH:27][C:26]([C:29](=[O:34])[NH:30][CH:31]4[CH2:32][CH2:33]4)=[CH:25][CH:24]=3)[N:22]=2)[CH2:14][S:13][C@@H:12]1[C:36]1[CH:41]=[CH:40][C:39]([C:42]([OH:44])=[O:43])=[CH:38][CH:37]=1)=[O:10])[C:2]1[CH:3]=[CH:4][CH:5]=[CH:6][CH:7]=1. (3) Given the reactants [CH:1]([O:3][CH:4]([CH2:23][CH2:24][CH2:25][CH2:26][CH2:27][CH2:28][CH2:29][CH2:30]/[CH:31]=[CH:32]\[CH2:33]/[CH:34]=[CH:35]\[CH2:36][CH2:37][CH2:38][CH2:39][CH3:40])[CH2:5][CH2:6][CH2:7][CH2:8][CH2:9][CH2:10][CH2:11][CH2:12]/[CH:13]=[CH:14]\[CH2:15]/[CH:16]=[CH:17]\[CH2:18][CH2:19][CH2:20][CH2:21][CH3:22])=O.[CH2:41]([OH:48])[CH2:42][CH:43]([OH:47])[CH2:44]CO.C1(C)C=CC(S([O-])(=O)=O)=CC=1.[NH+]1C=CC=CC=1, predict the reaction product. The product is: [CH2:5]([C:4]1([CH2:23][CH2:24][CH2:25][CH2:26][CH2:27][CH2:28][CH2:29][CH2:30]/[CH:31]=[CH:32]\[CH2:33]/[CH:34]=[CH:35]\[CH2:36][CH2:37][CH2:38][CH2:39][CH3:40])[O:47][CH:43]([CH2:42][CH2:41][OH:48])[CH2:44][CH2:1][O:3]1)[CH2:6][CH2:7][CH2:8][CH2:9][CH2:10][CH2:11][CH2:12]/[CH:13]=[CH:14]\[CH2:15]/[CH:16]=[CH:17]\[CH2:18][CH2:19][CH2:20][CH2:21][CH3:22].